This data is from Peptide-MHC class II binding affinity with 134,281 pairs from IEDB. The task is: Regression. Given a peptide amino acid sequence and an MHC pseudo amino acid sequence, predict their binding affinity value. This is MHC class II binding data. (1) The peptide sequence is LGGLWTAVSPHLSPL. The MHC is HLA-DQA10102-DQB10602 with pseudo-sequence HLA-DQA10102-DQB10602. The binding affinity (normalized) is 0.467. (2) The peptide sequence is KDVTFRNITGTSSTP. The MHC is HLA-DQA10501-DQB10201 with pseudo-sequence HLA-DQA10501-DQB10201. The binding affinity (normalized) is 0.200. (3) The peptide sequence is KCIEWEKAQHGA. The MHC is DRB1_0701 with pseudo-sequence DRB1_0701. The binding affinity (normalized) is 0.834.